Dataset: Peptide-MHC class II binding affinity with 134,281 pairs from IEDB. Task: Regression. Given a peptide amino acid sequence and an MHC pseudo amino acid sequence, predict their binding affinity value. This is MHC class II binding data. (1) The peptide sequence is LQSLWANFYELLADA. The MHC is DRB3_0202 with pseudo-sequence DRB3_0202. The binding affinity (normalized) is 0.513. (2) The peptide sequence is TITVYAVTYYKEADY. The MHC is HLA-DPA10103-DPB10301 with pseudo-sequence HLA-DPA10103-DPB10301. The binding affinity (normalized) is 0.271. (3) The peptide sequence is EPGKNPKNFQTMPGT. The MHC is DRB5_0101 with pseudo-sequence DRB5_0101. The binding affinity (normalized) is 0.354. (4) The peptide sequence is LSPGMMMGMFNMLST. The MHC is DRB1_0401 with pseudo-sequence DRB1_0401. The binding affinity (normalized) is 0.382. (5) The peptide sequence is TLWQRPLVTIKIGGQLREAL. The MHC is HLA-DQA10401-DQB10402 with pseudo-sequence HLA-DQA10401-DQB10402. The binding affinity (normalized) is 0.163. (6) The peptide sequence is LIEKINAGFKAALAA. The MHC is DRB3_0101 with pseudo-sequence DRB3_0101. The binding affinity (normalized) is 0.200. (7) The peptide sequence is LGNVLINESFGVEPV. The MHC is HLA-DQA10301-DQB10302 with pseudo-sequence HLA-DQA10301-DQB10302. The binding affinity (normalized) is 0.608. (8) The peptide sequence is QTYYLSMEYLQGRAL. The MHC is DRB1_1101 with pseudo-sequence DRB1_1101. The binding affinity (normalized) is 0.503. (9) The peptide sequence is ATVATAPEVKYTVFETALKKAITAMS. The MHC is HLA-DQA10102-DQB10602 with pseudo-sequence HLA-DQA10102-DQB10602. The binding affinity (normalized) is 0.593. (10) The peptide sequence is RCYSLYIAENGELTE. The MHC is DRB1_1302 with pseudo-sequence DRB1_1302. The binding affinity (normalized) is 0.377.